Dataset: Peptide-MHC class II binding affinity with 134,281 pairs from IEDB. Task: Regression. Given a peptide amino acid sequence and an MHC pseudo amino acid sequence, predict their binding affinity value. This is MHC class II binding data. The peptide sequence is EMETESWIVDRQWAQ. The MHC is DRB1_0101 with pseudo-sequence DRB1_0101. The binding affinity (normalized) is 0.0434.